Dataset: HIV replication inhibition screening data with 41,000+ compounds from the AIDS Antiviral Screen. Task: Binary Classification. Given a drug SMILES string, predict its activity (active/inactive) in a high-throughput screening assay against a specified biological target. (1) The compound is N#CSC#Cc1ccc(C#CSC#N)cc1. The result is 0 (inactive). (2) The molecule is O=S1(=O)CCN2OCC1C2c1cccc2ccccc12. The result is 0 (inactive). (3) The drug is CN(C)CC1CCCC(=Cc2ccccc2)C1=O.Cl. The result is 0 (inactive).